Predict the reactants needed to synthesize the given product. From a dataset of Full USPTO retrosynthesis dataset with 1.9M reactions from patents (1976-2016). (1) Given the product [CH:9]1([CH2:8][N:7]2[C:2]([NH:14][NH2:15])=[CH:3][C:4](=[O:13])[NH:5][C:6]2=[O:12])[CH2:11][CH2:10]1, predict the reactants needed to synthesize it. The reactants are: Cl[C:2]1[N:7]([CH2:8][CH:9]2[CH2:11][CH2:10]2)[C:6](=[O:12])[NH:5][C:4](=[O:13])[CH:3]=1.[NH2:14][NH2:15]. (2) Given the product [CH2:6]([C:7]1[N:11]([CH2:12][C:13]2[CH:14]=[CH:15][C:16]([C:19]3[CH:20]=[CH:21][CH:22]=[CH:23][C:24]=3[C:25]3[NH:29][N:28]=[N:27][N:26]=3)=[CH:17][CH:18]=2)[C:10]([C:30]([OH:35])=[O:31])=[C:9]([Cl:32])[N:8]=1)[CH2:5][CH2:4][CH3:3], predict the reactants needed to synthesize it. The reactants are: [OH-].[K+].[CH3:3][CH2:4][CH2:5][CH2:6][C:7]1[N:11]([CH2:12][C:13]2[CH:14]=[CH:15][C:16]([C:19]3[CH:20]=[CH:21][CH:22]=[CH:23][C:24]=3[C:25]3[N:29]=[N:28][N-:27][N:26]=3)=[CH:17][CH:18]=2)[C:10]([CH2:30][OH:31])=[C:9]([Cl:32])[N:8]=1.[K+].I([O-])(=O)(=O)=[O:35].[Na+]. (3) Given the product [NH:13]1[C:14]2[C:19](=[CH:18][CH:17]=[CH:16][CH:15]=2)[C:11]([CH2:10][CH2:9][N:8]2[C:4](=[O:5])[CH2:3][CH2:2][C:1]2=[O:7])=[CH:12]1, predict the reactants needed to synthesize it. The reactants are: [C:1]1(=[O:7])O[C:4](=[O:5])[CH2:3][CH2:2]1.[NH2:8][CH2:9][CH2:10][C:11]1[C:19]2[C:14](=[CH:15][CH:16]=[CH:17][CH:18]=2)[NH:13][CH:12]=1.C([O-])(=O)C.[K+].